This data is from NCI-60 drug combinations with 297,098 pairs across 59 cell lines. The task is: Regression. Given two drug SMILES strings and cell line genomic features, predict the synergy score measuring deviation from expected non-interaction effect. (1) Drug 1: C1CC(C1)(C(=O)O)C(=O)O.[NH2-].[NH2-].[Pt+2]. Drug 2: CC1CCCC2(C(O2)CC(NC(=O)CC(C(C(=O)C(C1O)C)(C)C)O)C(=CC3=CSC(=N3)C)C)C. Cell line: MALME-3M. Synergy scores: CSS=33.9, Synergy_ZIP=3.34, Synergy_Bliss=3.17, Synergy_Loewe=-7.56, Synergy_HSA=2.35. (2) Drug 1: CC1=CC=C(C=C1)C2=CC(=NN2C3=CC=C(C=C3)S(=O)(=O)N)C(F)(F)F. Drug 2: CC1=C(N=C(N=C1N)C(CC(=O)N)NCC(C(=O)N)N)C(=O)NC(C(C2=CN=CN2)OC3C(C(C(C(O3)CO)O)O)OC4C(C(C(C(O4)CO)O)OC(=O)N)O)C(=O)NC(C)C(C(C)C(=O)NC(C(C)O)C(=O)NCCC5=NC(=CS5)C6=NC(=CS6)C(=O)NCCC[S+](C)C)O. Cell line: MCF7. Synergy scores: CSS=4.98, Synergy_ZIP=-0.829, Synergy_Bliss=-3.53, Synergy_Loewe=-19.5, Synergy_HSA=-8.44.